This data is from Forward reaction prediction with 1.9M reactions from USPTO patents (1976-2016). The task is: Predict the product of the given reaction. (1) Given the reactants [F:1][C:2]1[CH:7]=[CH:6][C:5]([N:8]2[C:16]3[CH:15]=[C:14]([CH3:17])[CH:13]=[C:12]([NH:18][CH2:19][C:20]4([C:23]([F:26])([F:25])[F:24])[CH2:22][O:21]4)[C:11]=3[CH:10]=[N:9]2)=[CH:4][CH:3]=1.[CH2:27]([NH2:29])[CH3:28], predict the reaction product. The product is: [CH2:27]([NH:29][CH2:22][C:20]([CH2:19][NH:18][C:12]1[CH:13]=[C:14]([CH3:17])[CH:15]=[C:16]2[C:11]=1[CH:10]=[N:9][N:8]2[C:5]1[CH:4]=[CH:3][C:2]([F:1])=[CH:7][CH:6]=1)([OH:21])[C:23]([F:25])([F:24])[F:26])[CH3:28]. (2) Given the reactants [NH2:1][C:2]1[N:7]=[CH:6][N:5]=[C:4]([NH:8][C:9]2[C:14](=O)[NH:13][C:12]([C:16]([OH:18])=[O:17])=[C:11]([CH3:19])[CH:10]=2)[CH:3]=1.P12(SP3(SP(SP(S3)(S1)=S)(=S)S2)=S)=[S:21], predict the reaction product. The product is: [NH2:1][C:2]1[N:7]=[CH:6][N:5]=[C:4]([NH:8][C:9]2[C:14](=[S:21])[NH:13][C:12]([C:16]([OH:18])=[O:17])=[C:11]([CH3:19])[CH:10]=2)[CH:3]=1. (3) Given the reactants Br[C:2]1[CH:11]=[N:10][CH:9]=[CH:8][C:3]=1[C:4]([O:6]C)=[O:5].[NH2:12][C:13]1[C:21]2[C:16](=[CH:17][CH:18]=[CH:19][C:20]=2[F:22])[N:15]([CH3:23])[N:14]=1, predict the reaction product. The product is: [F:22][C:20]1[CH:19]=[CH:18][CH:17]=[C:16]2[C:21]=1[C:13]([NH:12][C:2]1[CH:11]=[N:10][CH:9]=[CH:8][C:3]=1[C:4]([OH:6])=[O:5])=[N:14][N:15]2[CH3:23]. (4) Given the reactants [N+:1]([C:4]1[CH:9]=[CH:8][C:7](N[C@H](C(O)=O)C)=[CH:6][CH:5]=1)([O-:3])=[O:2].[OH-:16].[Na+].Cl[C:19]([O:21][CH2:22][C:23]1[CH:28]=[CH:27][CH:26]=[CH:25][CH:24]=1)=[O:20].Cl.[OH2:30], predict the reaction product. The product is: [CH2:22]([O:21][C:19]([NH:1][CH:4]([CH2:9][C:7]1[CH:6]=[CH:5][C:4]([N+:1]([O-:3])=[O:2])=[CH:9][CH:8]=1)[C:5]([OH:30])=[O:16])=[O:20])[C:23]1[CH:28]=[CH:27][CH:26]=[CH:25][CH:24]=1.